Dataset: Full USPTO retrosynthesis dataset with 1.9M reactions from patents (1976-2016). Task: Predict the reactants needed to synthesize the given product. Given the product [N:3]1[N:4]=[C:5]([CH2:8][CH2:9][CH2:10][CH2:11][C:12]([OH:14])=[O:13])[NH:6][CH:7]=1, predict the reactants needed to synthesize it. The reactants are: CO.[N:3]1[N:4]=[C:5]([CH2:8][CH2:9][CH2:10][CH2:11][C:12]([O:14]C)=[O:13])[NH:6][CH:7]=1.[OH-].[Li+].Cl.